Regression. Given two drug SMILES strings and cell line genomic features, predict the synergy score measuring deviation from expected non-interaction effect. From a dataset of NCI-60 drug combinations with 297,098 pairs across 59 cell lines. (1) Drug 1: C1=CC(=C2C(=C1NCCNCCO)C(=O)C3=C(C=CC(=C3C2=O)O)O)NCCNCCO. Drug 2: CC1C(C(CC(O1)OC2CC(OC(C2O)C)OC3=CC4=CC5=C(C(=O)C(C(C5)C(C(=O)C(C(C)O)O)OC)OC6CC(C(C(O6)C)O)OC7CC(C(C(O7)C)O)OC8CC(C(C(O8)C)O)(C)O)C(=C4C(=C3C)O)O)O)O. Cell line: K-562. Synergy scores: CSS=63.8, Synergy_ZIP=10.4, Synergy_Bliss=14.6, Synergy_Loewe=6.82, Synergy_HSA=14.6. (2) Drug 1: CNC(=O)C1=CC=CC=C1SC2=CC3=C(C=C2)C(=NN3)C=CC4=CC=CC=N4. Drug 2: C1=NC2=C(N=C(N=C2N1C3C(C(C(O3)CO)O)O)F)N. Cell line: PC-3. Synergy scores: CSS=10.6, Synergy_ZIP=-1.64, Synergy_Bliss=4.10, Synergy_Loewe=1.74, Synergy_HSA=1.86. (3) Drug 1: C1CCN(CC1)CCOC2=CC=C(C=C2)C(=O)C3=C(SC4=C3C=CC(=C4)O)C5=CC=C(C=C5)O. Drug 2: C(CC(=O)O)C(=O)CN.Cl. Cell line: KM12. Synergy scores: CSS=-2.25, Synergy_ZIP=1.75, Synergy_Bliss=0.569, Synergy_Loewe=-6.73, Synergy_HSA=-6.04. (4) Drug 1: COC1=NC(=NC2=C1N=CN2C3C(C(C(O3)CO)O)O)N. Drug 2: CNC(=O)C1=NC=CC(=C1)OC2=CC=C(C=C2)NC(=O)NC3=CC(=C(C=C3)Cl)C(F)(F)F. Cell line: K-562. Synergy scores: CSS=-23.9, Synergy_ZIP=26.8, Synergy_Bliss=19.3, Synergy_Loewe=-20.0, Synergy_HSA=-21.9.